From a dataset of Full USPTO retrosynthesis dataset with 1.9M reactions from patents (1976-2016). Predict the reactants needed to synthesize the given product. (1) Given the product [Cl:1][C:2]1[C:11]2[C:6](=[C:7]([NH:12][S:22]([C:17]3[CH:18]=[CH:19][CH:20]=[CH:21][C:16]=3[N+:13]([O-:15])=[O:14])(=[O:23])=[O:24])[CH:8]=[CH:9][CH:10]=2)[N:5]=[CH:4][CH:3]=1, predict the reactants needed to synthesize it. The reactants are: [Cl:1][C:2]1[C:11]2[C:6](=[C:7]([NH2:12])[CH:8]=[CH:9][CH:10]=2)[N:5]=[CH:4][CH:3]=1.[N+:13]([C:16]1[CH:21]=[CH:20][CH:19]=[CH:18][C:17]=1[S:22](Cl)(=[O:24])=[O:23])([O-:15])=[O:14].N1C=CC=CC=1. (2) Given the product [C:1]([C:5]1[CH:14]=[CH:13][C:8]([C:9]([OH:11])=[O:10])=[C:7]([O:15][C:16]2[CH:21]=[CH:20][CH:19]=[C:18]([C:22]([F:25])([F:23])[F:24])[N:17]=2)[CH:6]=1)([CH3:4])([CH3:2])[CH3:3], predict the reactants needed to synthesize it. The reactants are: [C:1]([C:5]1[CH:14]=[CH:13][C:8]([C:9]([O:11]C)=[O:10])=[C:7]([O:15][C:16]2[CH:21]=[CH:20][CH:19]=[C:18]([C:22]([F:25])([F:24])[F:23])[N:17]=2)[CH:6]=1)([CH3:4])([CH3:3])[CH3:2].O.[OH-].[Li+].Cl. (3) Given the product [Br:1][C:2]1[CH:3]=[C:4]([N:13]([C@H:14]2[CH2:19][CH2:18][C@@H:17]([NH:20][C:21]([O:23][C:24]([CH3:27])([CH3:26])[CH3:25])=[O:22])[CH2:16][CH2:15]2)[CH3:28])[C:5]([CH3:12])=[C:6]([CH:11]=1)[C:7]([O:9][CH3:10])=[O:8], predict the reactants needed to synthesize it. The reactants are: [Br:1][C:2]1[CH:3]=[C:4]([NH:13][CH:14]2[CH2:19][CH2:18][CH:17]([NH:20][C:21]([O:23][C:24]([CH3:27])([CH3:26])[CH3:25])=[O:22])[CH2:16][CH2:15]2)[C:5]([CH3:12])=[C:6]([CH:11]=1)[C:7]([O:9][CH3:10])=[O:8].[C:28](=O)([O-])[O-].[Cs+].[Cs+].CI. (4) Given the product [CH3:1][C:2]1[S:6][C:5]([C:7]2[CH:8]=[CH:9][CH:10]=[CH:11][CH:12]=2)=[N:4][C:3]=1[CH2:13][O:14][C:15]1[CH:30]=[CH:29][C:18]([CH2:19][O:20][C:21]2[C:22]([CH2:23][OH:24])=[CH:25][CH:26]=[CH:27][N:28]=2)=[CH:17][CH:16]=1, predict the reactants needed to synthesize it. The reactants are: [CH3:1][C:2]1[S:6][C:5]([C:7]2[CH:12]=[CH:11][CH:10]=[CH:9][CH:8]=2)=[N:4][C:3]=1[CH2:13][O:14][C:15]1[CH:30]=[CH:29][C:18]([CH2:19][O:20][C:21]2[N:28]=[CH:27][CH:26]=[CH:25][C:22]=2[CH:23]=[O:24])=[CH:17][CH:16]=1.O1CCCC1.C(O)C.[BH4-].[Na+].